Task: Predict the product of the given reaction.. Dataset: Forward reaction prediction with 1.9M reactions from USPTO patents (1976-2016) (1) Given the reactants [CH:1]1[C:10]2[C:5](=[CH:6][CH:7]=[CH:8][CH:9]=2)[CH:4]=[C:3]([NH:11][C:12]([NH2:14])=[S:13])[N:2]=1.[O:15]1[C:19]2[CH:20]=[CH:21][CH:22]=[CH:23][C:18]=2[CH:17]=[C:16]1[C:24](=O)[CH2:25]Br, predict the reaction product. The product is: [O:15]1[C:19]2=[CH:20][CH:21]=[CH:22][C:23]2=[CH:18][CH:17]=[C:16]1[C:24]1[N:14]=[C:12]([NH:11][C:3]2[N:2]=[CH:1][C:10]3[C:5]([CH:4]=2)=[CH:6][CH:7]=[CH:8][CH:9]=3)[S:13][CH:25]=1. (2) Given the reactants [CH:1]1([O:7][C:8]2[CH:13]=[CH:12][C:11]([O:14]C)=[CH:10][CH:9]=2)[CH2:6][CH2:5][CH2:4][CH2:3][CH2:2]1.C([S-])C.[Na+].O.Cl, predict the reaction product. The product is: [CH:1]1([O:7][C:8]2[CH:9]=[CH:10][C:11]([OH:14])=[CH:12][CH:13]=2)[CH2:2][CH2:3][CH2:4][CH2:5][CH2:6]1. (3) Given the reactants [CH3:1][C:2]1[S:3][C:4]2[CH:10]=[CH:9][C:8]([NH:11][C:12](=[O:22])[C:13]3[CH:18]=[CH:17][C:16]([CH2:19][CH2:20][CH3:21])=[CH:15][CH:14]=3)=[CH:7][C:5]=2[N:6]=1.[H-].[Na+].[CH3:25]I, predict the reaction product. The product is: [CH3:25][N:11]([C:8]1[CH:9]=[CH:10][C:4]2[S:3][C:2]([CH3:1])=[N:6][C:5]=2[CH:7]=1)[C:12](=[O:22])[C:13]1[CH:14]=[CH:15][C:16]([CH2:19][CH2:20][CH3:21])=[CH:17][CH:18]=1. (4) Given the reactants [F:1][C:2]1[CH:3]=[C:4]([NH:9][C:10](=[O:16])[O:11][C:12]([CH3:15])([CH3:14])[CH3:13])[CH:5]=[CH:6][C:7]=1[OH:8].Cl[C:18]1[CH:23]=[CH:22][C:21]([N+:24]([O-:26])=[O:25])=[CH:20][N:19]=1.C(=O)([O-])[O-].[Cs+].[Cs+].O, predict the reaction product. The product is: [F:1][C:2]1[CH:3]=[C:4]([NH:9][C:10](=[O:16])[O:11][C:12]([CH3:13])([CH3:15])[CH3:14])[CH:5]=[CH:6][C:7]=1[O:8][C:18]1[CH:23]=[CH:22][C:21]([N+:24]([O-:26])=[O:25])=[CH:20][N:19]=1. (5) The product is: [CH3:9][O:8][C:5]1[CH:6]=[CH:7][C:2]([CH:1]=[C:17]([C:11]2[CH:16]=[CH:15][CH:14]=[CH:13][CH:12]=2)[C:18]([OH:20])=[O:19])=[CH:3][CH:4]=1. Given the reactants [CH:1](=O)[C:2]1[CH:7]=[CH:6][C:5]([O:8][CH3:9])=[CH:4][CH:3]=1.[C:11]1([CH2:17][C:18]([OH:20])=[O:19])[CH:16]=[CH:15][CH:14]=[CH:13][CH:12]=1.C(=O)([O-])[O-].[K+].[K+].Cl, predict the reaction product. (6) The product is: [F:1][C:2]1[CH:3]=[N:4][C:5]([NH:8][C:9]2[S:10][C:11]3[CH2:17][CH2:16][N:15]([CH2:18][CH2:19][N:20]4[CH2:21][CH2:22][N:23]([CH:40]([CH3:41])[CH3:39])[CH2:24][CH2:25]4)[C:14]4=[N:26][N:27]([CH2:29][C:30]5[CH:35]=[CH:34][C:33]([O:36][CH3:37])=[CH:32][CH:31]=5)[CH:28]=[C:13]4[C:12]=3[N:38]=2)=[N:6][CH:7]=1. Given the reactants [F:1][C:2]1[CH:3]=[N:4][C:5]([NH:8][C:9]2[S:10][C:11]3[CH2:17][CH2:16][N:15]([CH2:18][CH2:19][N:20]4[CH2:25][CH2:24][NH:23][CH2:22][CH2:21]4)[C:14]4=[N:26][N:27]([CH2:29][C:30]5[CH:35]=[CH:34][C:33]([O:36][CH3:37])=[CH:32][CH:31]=5)[CH:28]=[C:13]4[C:12]=3[N:38]=2)=[N:6][CH:7]=1.[CH3:39][C:40](=O)[CH3:41].[BH-](OC(C)=O)(OC(C)=O)OC(C)=O.[Na+], predict the reaction product. (7) Given the reactants [C:1]1([SH:7])[CH:6]=[CH:5][CH:4]=[CH:3][CH:2]=1.[O-]CC.[Na+].Br[CH2:13][CH2:14][Cl:15].O, predict the reaction product. The product is: [C:1]1([S:7][CH2:13][CH2:14][Cl:15])[CH:6]=[CH:5][CH:4]=[CH:3][CH:2]=1. (8) Given the reactants [Cl:1][C:2]1[CH:7]=[CH:6][CH:5]=[CH:4][C:3]=1[C:8]1[CH:17]=[C:16]([NH:18][S:19]([C:22]2[N:23]=[CH:24][N:25]([CH3:27])[CH:26]=2)(=[O:21])=[O:20])[CH:15]=[C:14]2[C:9]=1[CH2:10][N:11](CC1C=CC(OC)=CC=1)[C:12](=[O:36])[N:13]2[C:28]1[C:33]([Cl:34])=[CH:32][CH:31]=[CH:30][C:29]=1[Cl:35], predict the reaction product. The product is: [Cl:1][C:2]1[CH:7]=[CH:6][CH:5]=[CH:4][C:3]=1[C:8]1[CH:17]=[C:16]([NH:18][S:19]([C:22]2[N:23]=[CH:24][N:25]([CH3:27])[CH:26]=2)(=[O:21])=[O:20])[CH:15]=[C:14]2[C:9]=1[CH2:10][NH:11][C:12](=[O:36])[N:13]2[C:28]1[C:29]([Cl:35])=[CH:30][CH:31]=[CH:32][C:33]=1[Cl:34]. (9) Given the reactants [H-].[H-].[H-].[H-].[Li+].[Al+3].[CH:7]12[O:13][CH:10]([CH:11]=[CH:12]1)[CH2:9][CH:8]2[C:14](O)=[O:15], predict the reaction product. The product is: [CH:7]12[O:13][CH:10]([CH:11]=[CH:12]1)[CH2:9][CH:8]2[CH2:14][OH:15].